Dataset: Full USPTO retrosynthesis dataset with 1.9M reactions from patents (1976-2016). Task: Predict the reactants needed to synthesize the given product. (1) Given the product [N:31]1([CH2:2][CH2:3][CH2:4][CH2:5][CH2:6][CH2:7][O:8][C:9]2[C:10]([O:29][CH3:30])=[CH:11][CH:12]=[C:13]3[C:18]=2[NH:17][C:16](=[O:19])[CH:15]=[C:14]3[NH:20][C:21]2[C:22]([Cl:28])=[CH:23][N:24]=[CH:25][C:26]=2[Cl:27])[CH2:37][CH2:36][CH2:35][NH:34][CH2:33][CH2:32]1, predict the reactants needed to synthesize it. The reactants are: Cl[CH2:2][CH2:3][CH2:4][CH2:5][CH2:6][CH2:7][O:8][C:9]1[C:10]([O:29][CH3:30])=[CH:11][CH:12]=[C:13]2[C:18]=1[NH:17][C:16](=[O:19])[CH:15]=[C:14]2[NH:20][C:21]1[C:26]([Cl:27])=[CH:25][N:24]=[CH:23][C:22]=1[Cl:28].[NH:31]1[CH2:37][CH2:36][CH2:35][NH:34][CH2:33][CH2:32]1. (2) Given the product [ClH:35].[C:1]1([S:7]([C:10]2[CH:11]=[C:12]3[C:16](=[CH:17][CH:18]=2)[N:15]([CH:19]([CH3:21])[CH3:20])[C:14]2[CH2:22][CH:23]4[NH:27][CH:26]([C:13]3=2)[CH2:25][CH2:24]4)(=[O:8])=[O:9])[CH:2]=[CH:3][CH:4]=[CH:5][CH:6]=1, predict the reactants needed to synthesize it. The reactants are: [C:1]1([S:7]([C:10]2[CH:18]=[CH:17][C:16]3[N:15]([CH:19]([CH3:21])[CH3:20])[C:14]4[CH2:22][CH:23]5[NH:27][CH:26]([C:13]=4[C:12]=3[C:11]=2C(OC(C)(C)C)=O)[CH2:25][CH2:24]5)(=[O:9])=[O:8])[CH:6]=[CH:5][CH:4]=[CH:3][CH:2]=1.[ClH:35]. (3) Given the product [ClH:48].[CH3:31][O:32][C:33]1[CH:40]=[C:39]([O:41][CH3:42])[CH:38]=[CH:37][C:34]=1[CH2:35][N:9]([CH2:8][CH:7]([C:1]1[CH:2]=[CH:3][CH:4]=[CH:5][CH:6]=1)[C:25]1[CH:26]=[CH:27][CH:28]=[CH:29][CH:30]=1)[CH2:10][CH2:11][C@@H:12]([CH3:24])[O:13][C:14]1[CH:15]=[C:16]([CH2:20][C:21]([OH:23])=[O:22])[CH:17]=[CH:18][CH:19]=1, predict the reactants needed to synthesize it. The reactants are: [C:1]1([CH:7]([C:25]2[CH:30]=[CH:29][CH:28]=[CH:27][CH:26]=2)[CH2:8][NH:9][CH2:10][CH2:11][C@@H:12]([CH3:24])[O:13][C:14]2[CH:15]=[C:16]([CH2:20][C:21]([OH:23])=[O:22])[CH:17]=[CH:18][CH:19]=2)[CH:6]=[CH:5][CH:4]=[CH:3][CH:2]=1.[CH3:31][O:32][C:33]1[CH:40]=[C:39]([O:41][CH3:42])[CH:38]=[CH:37][C:34]=1[CH:35]=O.COC(=O)C.[Cl:48]C1C(C(F)(F)F)=CC=CC=1C=O.Cl.CCOCC. (4) The reactants are: [NH2:1][C:2]1[CH:34]=[CH:33][C:5]([O:6][C:7]2[N:12]=[C:11]([CH3:13])[C:10]([CH2:14][N:15]3[CH2:20][CH2:19][CH:18]([N:21]4[C@H:25]([C:26]5[CH:31]=[CH:30][CH:29]=[CH:28][CH:27]=5)[CH2:24][O:23][C:22]4=[O:32])[CH2:17][CH2:16]3)=[CH:9][CH:8]=2)=[CH:4][CH:3]=1.Br[CH2:36][C:37]([O:39][CH3:40])=[O:38].CCN(C(C)C)C(C)C. Given the product [CH3:40][O:39][C:37](=[O:38])[CH2:36][NH:1][C:2]1[CH:3]=[CH:4][C:5]([O:6][C:7]2[CH:8]=[CH:9][C:10]([CH2:14][N:15]3[CH2:16][CH2:17][CH:18]([N:21]4[C@H:25]([C:26]5[CH:27]=[CH:28][CH:29]=[CH:30][CH:31]=5)[CH2:24][O:23][C:22]4=[O:32])[CH2:19][CH2:20]3)=[C:11]([CH3:13])[N:12]=2)=[CH:33][CH:34]=1, predict the reactants needed to synthesize it. (5) Given the product [C:13]1([C:3]2[CH:8]=[CH:7][C:6]([CH2:9][CH2:10][OH:11])=[CH:5][CH:4]=2)[CH:18]=[CH:17][CH:16]=[CH:15][CH:14]=1, predict the reactants needed to synthesize it. The reactants are: [BH4-].[Na+].[C:3]1([C:13]2[CH:18]=[CH:17][CH:16]=[CH:15][CH:14]=2)[CH:8]=[CH:7][C:6]([CH2:9][C:10](O)=[O:11])=[CH:5][CH:4]=1.II. (6) Given the product [CH2:1]([O:7][C:8]([CH2:10][CH2:11][CH:12]([O:18][C:19](=[O:36])/[CH:20]=[CH:21]/[C:22]1[CH:27]=[CH:26][CH:25]=[CH:24][C:23]=1[OH:28])[CH2:13][CH2:14][CH2:15][CH2:16][CH3:17])=[O:9])[CH2:2]/[CH:3]=[CH:4]\[CH2:5][CH3:6], predict the reactants needed to synthesize it. The reactants are: [CH2:1]([O:7][C:8]([CH2:10][CH2:11][CH:12]([O:18][C:19](=[O:36])[CH:20]=[CH:21][C:22]1[CH:27]=[CH:26][CH:25]=[CH:24][C:23]=1[O:28][Si](C(C)(C)C)(C)C)[CH2:13][CH2:14][CH2:15][CH2:16][CH3:17])=[O:9])[CH2:2][CH:3]=[CH:4][CH2:5][CH3:6].[F-].C([N+](CCCC)(CCCC)CCCC)CCC.